Predict the reactants needed to synthesize the given product. From a dataset of Full USPTO retrosynthesis dataset with 1.9M reactions from patents (1976-2016). Given the product [CH3:12][C:11]1[CH:27]=[C:28]([CH:29]=[CH:9][CH:10]=1)[C:14]([C:15]1[CH:23]=[CH:22][CH:21]=[C:17]([C:18](=[O:19])[C:6]2[CH:7]=[CH:2][CH:3]=[C:4]([CH3:8])[CH:5]=2)[CH:16]=1)=[O:24], predict the reactants needed to synthesize it. The reactants are: Br[C:2]1[CH:3]=[C:4]([CH3:8])[CH:5]=[CH:6][CH:7]=1.[CH2:9]([Li])[CH2:10][CH2:11][CH3:12].[C:14](Cl)(=[O:24])[C:15]1[CH:23]=[CH:22][CH:21]=[C:17]([C:18](Cl)=[O:19])[CH:16]=1.O1C[CH2:29][CH2:28][CH2:27]1.